From a dataset of HIV replication inhibition screening data with 41,000+ compounds from the AIDS Antiviral Screen. Binary Classification. Given a drug SMILES string, predict its activity (active/inactive) in a high-throughput screening assay against a specified biological target. (1) The result is 1 (active). The compound is CCCc1cc(=O)oc2c3c(c4c(c12)OC(C)(C)CC4)OC(C)C(C)C3=O. (2) The compound is COc1ccc(OC)c2c(=O)c3ccccc3[nH]c12. The result is 0 (inactive). (3) The compound is COC(=O)c1ccccc1OCc1cc(=O)oc2ccc(C)cc12. The result is 0 (inactive). (4) The molecule is C(#CC1(Nc2ccccc2)CCN(Cc2ccccc2)CC1)C1(Nc2ccccc2)CCN(Cc2ccccc2)CC1. The result is 0 (inactive). (5) The compound is COC(=O)CC(NC(=O)OCc1ccccc1)C(=O)NC(CC(=O)OC)C(=O)NC(CC(=O)OC)C(=O)NC(CC(=O)OC)C(=O)NC(CC(=O)OC)C(=O)NC(CC(=O)OC)C(=O)NN.Cl. The result is 0 (inactive).